From a dataset of Reaction yield outcomes from USPTO patents with 853,638 reactions. Predict the reaction yield, written as a fraction of the theoretical maximum amount of product (1.0 means a 100% yield; for example, 0.34 means a 34% yield). (1) The reactants are [Cl:1][C:2]1[CH:10]=[C:9]2[C:5]([C:6]([C:11]([O:13][CH3:14])=[O:12])=[CH:7][NH:8]2)=[CH:4][C:3]=1B1OCC(C)(C)CO1.[CH2:23]([O:30][CH2:31][C:32]1([C:36]2[CH:41]=[CH:40][C:39](Br)=[CH:38][CH:37]=2)[CH2:35][O:34][CH2:33]1)[C:24]1[CH:29]=[CH:28][CH:27]=[CH:26][CH:25]=1.C(=O)([O-])[O-].[K+].[K+].C1(C)C=CC=CC=1. The catalyst is C(OCC)(=O)C.C(O)C. The product is [CH2:23]([O:30][CH2:31][C:32]1([C:36]2[CH:41]=[CH:40][C:39]([C:3]3[CH:4]=[C:5]4[C:9](=[CH:10][C:2]=3[Cl:1])[NH:8][CH:7]=[C:6]4[C:11]([O:13][CH3:14])=[O:12])=[CH:38][CH:37]=2)[CH2:33][O:34][CH2:35]1)[C:24]1[CH:25]=[CH:26][CH:27]=[CH:28][CH:29]=1. The yield is 0.620. (2) The reactants are [NH2:1][CH2:2][C:3]([F:9])([F:8])[C:4]([O:6][CH3:7])=[O:5].[C:10]1(=O)[CH2:14][CH2:13][CH2:12][CH2:11]1.C(O[BH-](OC(=O)C)OC(=O)C)(=O)C.[Na+].C([O-])(O)=O.[Na+]. The catalyst is CCOC(C)=O.CC(O)=O.C1COCC1. The product is [CH:10]1([NH:1][CH2:2][C:3]([F:9])([F:8])[C:4]([O:6][CH3:7])=[O:5])[CH2:14][CH2:13][CH2:12][CH2:11]1. The yield is 0.600. (3) The reactants are [CH3:1][S:2][C:3]1[CH:10]=[CH:9][C:6]([CH2:7][OH:8])=[CH:5][CH:4]=1.[CH3:11][S:12](Cl)(=[O:14])=[O:13].C(N(CC)CC)C.Cl. The catalyst is C1(C)C=CC=CC=1. The product is [CH3:11][S:12]([O:8][CH2:7][C:6]1[CH:9]=[CH:10][C:3]([S:2][CH3:1])=[CH:4][CH:5]=1)(=[O:14])=[O:13]. The yield is 0.800. (4) The reactants are [CH3:1][O:2][C:3](=[O:13])[C:4]1[CH:9]=[CH:8][C:7]([CH2:10]Br)=[N:6][C:5]=1[Cl:12].[CH:14]([NH2:16])=[O:15].[CH:17](N)=[O:18].[Na]. The catalyst is CN(C=O)C. The product is [CH3:1][O:2][C:3](=[O:13])[C:4]1[CH:9]=[CH:8][C:7]([CH2:10][N:16]([CH:17]=[O:18])[CH:14]=[O:15])=[N:6][C:5]=1[Cl:12]. The yield is 0.440. (5) The reactants are Br[C:2]1[CH:3]=[C:4]([NH:14][C:15]2[N:20]=[C:19]([C:21]([F:24])([F:23])[F:22])[CH:18]=[CH:17][N:16]=2)[CH:5]=[C:6]([NH:8][CH2:9][C:10]([F:13])([F:12])[F:11])[CH:7]=1.C([O-])(=O)C.[K+].[B:30]1([B:30]2[O:34][C:33]([CH3:36])([CH3:35])[C:32]([CH3:38])([CH3:37])[O:31]2)[O:34][C:33]([CH3:36])([CH3:35])[C:32]([CH3:38])([CH3:37])[O:31]1.C1(P(C2CCCCC2)C2C=CC=CC=2C2C(C(C)C)=CC(C(C)C)=CC=2C(C)C)CCCCC1. The catalyst is O1CCOCC1.C(OCC)C.C1C=CC(/C=C/C(/C=C/C2C=CC=CC=2)=O)=CC=1.C1C=CC(/C=C/C(/C=C/C2C=CC=CC=2)=O)=CC=1.C1C=CC(/C=C/C(/C=C/C2C=CC=CC=2)=O)=CC=1.[Pd].[Pd]. The product is [CH3:37][C:32]1([CH3:38])[C:33]([CH3:36])([CH3:35])[O:34][B:30]([C:2]2[CH:3]=[C:4]([NH:14][C:15]3[N:20]=[C:19]([C:21]([F:24])([F:23])[F:22])[CH:18]=[CH:17][N:16]=3)[CH:5]=[C:6]([NH:8][CH2:9][C:10]([F:13])([F:12])[F:11])[CH:7]=2)[O:31]1. The yield is 0.640. (6) The reactants are [CH2:1]([O:8][C:9]([N:11]1[CH2:15][CH:14]([OH:16])[CH2:13][CH:12]1[CH2:17][C:18]1[C:26]2[C:21](=[N:22][CH:23]=[CH:24][CH:25]=2)[NH:20][CH:19]=1)=[O:10])[C:2]1[CH:7]=[CH:6][CH:5]=[CH:4][CH:3]=1.[N+:27]([C:30]1[CH:38]=[CH:37][C:33]([C:34](O)=[O:35])=[CH:32][CH:31]=1)([O-:29])=[O:28].C1C=CC(P(C2C=CC=CC=2)C2C=CC=CC=2)=CC=1.CC(OC(/N=N/C(OC(C)C)=O)=O)C. The catalyst is C1COCC1. The product is [CH2:1]([O:8][C:9]([N:11]1[CH2:15][CH:14]([O:16][C:34](=[O:35])[C:33]2[CH:32]=[CH:31][C:30]([N+:27]([O-:29])=[O:28])=[CH:38][CH:37]=2)[CH2:13][CH:12]1[CH2:17][C:18]1[C:26]2[C:21](=[N:22][CH:23]=[CH:24][CH:25]=2)[NH:20][CH:19]=1)=[O:10])[C:2]1[CH:3]=[CH:4][CH:5]=[CH:6][CH:7]=1. The yield is 0.950. (7) The reactants are Br[C:2]1[CH:7]=[C:6]([F:8])[C:5]([Br:9])=[CH:4][C:3]=1[F:10].CN(C)[CH:13]=[O:14].[NH4+].[Cl-]. The catalyst is O1CCCC1. The product is [Br:9][C:5]1[C:6]([F:8])=[CH:7][C:2]([CH:13]=[O:14])=[C:3]([F:10])[CH:4]=1. The yield is 0.740.